This data is from Catalyst prediction with 721,799 reactions and 888 catalyst types from USPTO. The task is: Predict which catalyst facilitates the given reaction. (1) Reactant: [F:1][C:2]([F:22])([F:21])[CH2:3][NH:4][C:5]([C@H:7]1[CH2:12][CH2:11][CH2:10][CH2:9][C@H:8]1[NH:13]C(=O)OC(C)(C)C)=[O:6].[ClH:23].O1CCOCC1.C(OCC)C.CCOCC.CCCCCC. Product: [ClH:23].[NH2:13][C@H:8]1[CH2:9][CH2:10][CH2:11][CH2:12][C@H:7]1[C:5]([NH:4][CH2:3][C:2]([F:1])([F:21])[F:22])=[O:6]. The catalyst class is: 12. (2) Product: [NH2:45][C:38]1[C:39]2[C:44](=[CH:43][CH:42]=[CH:41][CH:40]=2)[C:35]([O:34][C:32]2[CH:31]=[CH:30][N:29]=[C:28]([NH:27][C:12]3[CH:13]=[C:14]([O:16][CH2:17][CH2:18][O:19][CH2:20][CH2:21][O:22][CH2:23][CH2:24][O:25][CH3:26])[CH:15]=[C:10]([O:9][CH3:8])[CH:11]=3)[N:33]=2)=[CH:36][CH:37]=1. Reactant: C(O)(C(F)(F)F)=O.[CH3:8][O:9][C:10]1[CH:11]=[C:12]([NH:27][C:28]2[N:33]=[C:32]([O:34][C:35]3[C:44]4[C:39](=[CH:40][CH:41]=[CH:42][CH:43]=4)[C:38]([NH:45]C(=O)OC(C)(C)C)=[CH:37][CH:36]=3)[CH:31]=[CH:30][N:29]=2)[CH:13]=[C:14]([O:16][CH2:17][CH2:18][O:19][CH2:20][CH2:21][O:22][CH2:23][CH2:24][O:25][CH3:26])[CH:15]=1. The catalyst class is: 2. (3) Product: [OH:15][CH2:14][CH2:13][CH2:12][N:7]1[CH2:11][CH2:10][CH2:9][CH2:8]1. Reactant: C(=O)([O-])[O-].[K+].[K+].[NH:7]1[CH2:11][CH2:10][CH2:9][CH2:8]1.[CH2:12]1C[O:15][CH2:14][CH2:13]1.BrCCCO. The catalyst class is: 13. (4) Reactant: CS[C:3]1[NH:4][CH:5]=[C:6]([CH2:10][C:11]2[CH:12]=[N:13][CH:14]=[N:15][CH:16]=2)[C:7](=[O:9])[N:8]=1.[Cl:17][C:18]1[CH:33]=[CH:32][C:21]([O:22][C:23]2[CH:28]=[CH:27][C:26]([CH2:29][CH2:30][NH2:31])=[CH:25][CH:24]=2)=[CH:20][CH:19]=1. Product: [Cl:17][C:18]1[CH:33]=[CH:32][C:21]([O:22][C:23]2[CH:28]=[CH:27][C:26]([CH2:29][CH2:30][NH:31][C:3]3[NH:4][CH:5]=[C:6]([CH2:10][C:11]4[CH:12]=[N:13][CH:14]=[N:15][CH:16]=4)[C:7](=[O:9])[N:8]=3)=[CH:25][CH:24]=2)=[CH:20][CH:19]=1. The catalyst class is: 8. (5) Reactant: [NH2:1][C:2]1[C:3]([CH3:28])=[N:4][C:5]([O:9][CH2:10][C:11]([N:13]([CH:15]2[CH2:20][CH2:19][N:18]([CH2:21][C:22]3[CH:27]=[CH:26][CH:25]=[CH:24][CH:23]=3)[CH2:17][CH2:16]2)[CH3:14])=[O:12])=[N:6][C:7]=1[CH3:8].O.[C:30]1([S:36]([OH:39])(=[O:38])=[O:37])[CH:35]=[CH:34][CH:33]=[CH:32][CH:31]=1. Product: [C:30]1([S:36]([OH:39])(=[O:38])=[O:37])[CH:35]=[CH:34][CH:33]=[CH:32][CH:31]=1.[NH2:1][C:2]1[C:7]([CH3:8])=[N:6][C:5]([O:9][CH2:10][C:11]([N:13]([CH:15]2[CH2:20][CH2:19][N:18]([CH2:21][C:22]3[CH:23]=[CH:24][CH:25]=[CH:26][CH:27]=3)[CH2:17][CH2:16]2)[CH3:14])=[O:12])=[N:4][C:3]=1[CH3:28]. The catalyst class is: 5. (6) Reactant: C([O:8][NH:9][C:10]([CH:12]([CH:16]([C:27]1[CH:35]=[CH:34][C:30]([C:31]([NH2:33])=[O:32])=[CH:29][CH:28]=1)[CH2:17][CH2:18][CH2:19][CH:20]1[C:24](=[O:25])[NH:23][C:22](=[O:26])[NH:21]1)[CH:13]([CH3:15])[CH3:14])=[O:11])C1C=CC=CC=1. Product: [OH:8][NH:9][C:10]([CH:12]([CH:16]([C:27]1[CH:35]=[CH:34][C:30]([C:31]([NH2:33])=[O:32])=[CH:29][CH:28]=1)[CH2:17][CH2:18][CH2:19][CH:20]1[C:24](=[O:25])[NH:23][C:22](=[O:26])[NH:21]1)[CH:13]([CH3:15])[CH3:14])=[O:11]. The catalyst class is: 19. (7) Product: [CH3:18][O:17][C:10]1[CH:9]=[C:8]([CH:13]=[CH:12][C:11]=1[N+:14]([O-:16])=[O:15])[CH2:7][CH2:6][PH:3](=[O:4])[OH:5]. Reactant: C([P:3]([CH2:6][CH2:7][C:8]1[CH:13]=[CH:12][C:11]([N+:14]([O-:16])=[O:15])=[C:10]([O:17][CH3:18])[CH:9]=1)(=[O:5])[O-:4])C. The catalyst class is: 33.